Dataset: TCR-epitope binding with 47,182 pairs between 192 epitopes and 23,139 TCRs. Task: Binary Classification. Given a T-cell receptor sequence (or CDR3 region) and an epitope sequence, predict whether binding occurs between them. (1) The epitope is GLNKIVRMY. The TCR CDR3 sequence is CASSYGGLAGEINEQFF. Result: 0 (the TCR does not bind to the epitope). (2) The epitope is AIMTRCLAV. The TCR CDR3 sequence is CASTIGGDWNTEAFF. Result: 0 (the TCR does not bind to the epitope). (3) The epitope is RAKFKQLL. The TCR CDR3 sequence is CASSELQGAQDISPLHF. Result: 1 (the TCR binds to the epitope). (4) The epitope is KRWIIMGLNK. The TCR CDR3 sequence is CASSLLEHNNGELFF. Result: 1 (the TCR binds to the epitope). (5) The epitope is GLCTLVAML. The TCR CDR3 sequence is CASSLGGYGYTF. Result: 0 (the TCR does not bind to the epitope). (6) The epitope is ELAGIGILTV. The TCR CDR3 sequence is CASSQDGLAGDNEQFF. Result: 0 (the TCR does not bind to the epitope). (7) The epitope is FTYASALWEI. The TCR CDR3 sequence is CSVEETNKNIQYF. Result: 0 (the TCR does not bind to the epitope). (8) The epitope is KPLEFGATSAAL. The TCR CDR3 sequence is CASKPDRGLSYEQYF. Result: 1 (the TCR binds to the epitope). (9) The epitope is RLDKVEAEV. The TCR CDR3 sequence is CASGQLSYNSPLHF. Result: 0 (the TCR does not bind to the epitope).